Dataset: Catalyst prediction with 721,799 reactions and 888 catalyst types from USPTO. Task: Predict which catalyst facilitates the given reaction. (1) Reactant: Br[C:2]1[CH:7]=[CH:6][C:5]([CH3:8])=[CH:4][N:3]=1.C[Si](C)(C)[O:11][C:12]1[CH:19]=[CH:18][C:15]([CH:16]=[O:17])=[CH:14][CH:13]=1. Product: [OH:17][CH:16]([C:2]1[CH:7]=[CH:6][C:5]([CH3:8])=[CH:4][N:3]=1)[C:15]1[CH:18]=[CH:19][C:12]([OH:11])=[CH:13][CH:14]=1. The catalyst class is: 1. (2) Reactant: [OH-:1].[K+].[N:3]1([C:8]2[C:17]3[C:12](=[N:13][C:14](Cl)=[C:15]([Cl:18])[N:16]=3)[N:11]=[C:10](Cl)[N:9]=2)[CH2:7][CH2:6][CH2:5][CH2:4]1.[NH:21]1[CH2:26][CH2:25][NH:24][CH2:23][CH2:22]1. Product: [Cl:18][C:15]1[N:16]=[C:17]2[C:12](=[N:13][C:14]=1[OH:1])[N:11]=[C:10]([N:21]1[CH2:26][CH2:25][NH:24][CH2:23][CH2:22]1)[N:9]=[C:8]2[N:3]1[CH2:7][CH2:6][CH2:5][CH2:4]1. The catalyst class is: 132. (3) Reactant: [CH3:1][O:2][C:3]1[CH:4]=[C:5]([NH:13][C:14]([CH2:16][CH2:17][CH2:18][C:19]([O:21]CC)=[O:20])=[O:15])[CH:6]=[C:7]([O:11][CH3:12])[C:8]=1[O:9][CH3:10].[OH-].[Na+].O. Product: [CH3:12][O:11][C:7]1[CH:6]=[C:5]([NH:13][C:14]([CH2:16][CH2:17][CH2:18][C:19]([OH:21])=[O:20])=[O:15])[CH:4]=[C:3]([O:2][CH3:1])[C:8]=1[O:9][CH3:10]. The catalyst class is: 8. (4) Product: [Cl:1][C:2]1[CH:8]=[CH:7][CH:6]=[C:5]([CH2:9][CH3:10])[C:3]=1[C:35]([OH:38])=[O:37]. Reactant: [Cl:1][C:2]1[CH:8]=[CH:7][CH:6]=[C:5]([CH2:9][CH3:10])[C:3]=1N.S(=O)(=O)(O)O.N([O-])=O.[Na+].CN(C)C1C=CC=CC=1.Cl.S(=O)(=O)(O)N.[C:35]([O:38]C(=O)C)(=[O:37])C.C(Cl)(Cl)Cl. The catalyst class is: 15. (5) Reactant: [CH3:1][O:2][CH:3]([O:14][CH3:15])[CH2:4][N:5]([Si](C)(C)C)[Si](C)(C)C.[CH3:16][O:17][CH:18]([O:27][CH3:28])[CH2:19][NH:20][C:21]([CH3:26])=[CH:22][C:23](=O)[CH3:24].FC(F)(F)C(F)(F)C(O)=O.CC(C)([O-])C.[Na+]. Product: [CH3:1][O:2][CH:3]([O:14][CH3:15])[CH2:4][NH:5][C:23](=[CH:22][C:21](=[N:20][CH2:19][CH:18]([O:17][CH3:16])[O:27][CH3:28])[CH3:26])[CH3:24]. The catalyst class is: 7.